This data is from NCI-60 drug combinations with 297,098 pairs across 59 cell lines. The task is: Regression. Given two drug SMILES strings and cell line genomic features, predict the synergy score measuring deviation from expected non-interaction effect. (1) Drug 1: COC1=NC(=NC2=C1N=CN2C3C(C(C(O3)CO)O)O)N. Drug 2: CS(=O)(=O)OCCCCOS(=O)(=O)C. Cell line: HL-60(TB). Synergy scores: CSS=35.9, Synergy_ZIP=-1.63, Synergy_Bliss=0.681, Synergy_Loewe=3.78, Synergy_HSA=2.73. (2) Drug 1: CCCCC(=O)OCC(=O)C1(CC(C2=C(C1)C(=C3C(=C2O)C(=O)C4=C(C3=O)C=CC=C4OC)O)OC5CC(C(C(O5)C)O)NC(=O)C(F)(F)F)O. Drug 2: CN(CCCl)CCCl.Cl. Cell line: SNB-75. Synergy scores: CSS=45.6, Synergy_ZIP=0.287, Synergy_Bliss=5.45, Synergy_Loewe=-11.6, Synergy_HSA=4.83.